Predict the reaction yield, written as a fraction of the theoretical maximum amount of product (1.0 means a 100% yield; for example, 0.34 means a 34% yield). From a dataset of Reaction yield outcomes from USPTO patents with 853,638 reactions. (1) The reactants are N1C=[C:5]([CH2:7][O:8][C:9]2[N:14]=[CH:13][C:12]([NH2:15])=[CH:11][CH:10]=2)[CH:4]=[CH:3][CH:2]=1.[NH:16]1[C:24]2[C:19](=[CH:20][CH:21]=[CH:22][CH:23]=2)[C:18]([C:25]([OH:27])=O)=[CH:17]1.C1CC[CH:31]([N:34]=C=NC2CCCCC2)CC1. The catalyst is CN(C=O)C. The product is [N:34]1[CH:31]=[CH:2][CH:3]=[CH:4][C:5]=1[CH2:7][O:8][C:9]1[N:14]=[CH:13][C:12]([NH:15][C:25]([C:18]2[C:19]3[C:24](=[CH:23][CH:22]=[CH:21][CH:20]=3)[NH:16][CH:17]=2)=[O:27])=[CH:11][CH:10]=1. The yield is 0.230. (2) The reactants are Br[C:2]1[CH:3]=[C:4]2[C:9](=[CH:10][CH:11]=1)[N:8]=[CH:7][C:6]([C:12]([CH:14]1[CH2:16][CH2:15]1)=[O:13])=[C:5]2[NH:17][CH:18]1[CH2:23][CH2:22][CH:21]([N:24]([CH2:27][CH3:28])[CH2:25][CH3:26])[CH2:20][CH2:19]1.[Cl:29][C:30]1[CH:35]=[C:34](B2OC(C)(C)C(C)(C)O2)[CH:33]=[C:32]([O:45][CH3:46])[C:31]=1[OH:47]. No catalyst specified. The product is [Cl:29][C:30]1[CH:35]=[C:34]([C:2]2[CH:3]=[C:4]3[C:9](=[CH:10][CH:11]=2)[N:8]=[CH:7][C:6]([C:12]([CH:14]2[CH2:15][CH2:16]2)=[O:13])=[C:5]3[NH:17][CH:18]2[CH2:23][CH2:22][CH:21]([N:24]([CH2:25][CH3:26])[CH2:27][CH3:28])[CH2:20][CH2:19]2)[CH:33]=[C:32]([O:45][CH3:46])[C:31]=1[OH:47]. The yield is 0.530. (3) The yield is 0.980. The catalyst is O1CCOCC1. The reactants are [CH3:1][O:2][C:3]([CH:5]1[CH2:10][CH2:9][NH:8][CH2:7][CH2:6]1)=[O:4].C(N(CC)CC)C.[C:18]([O:22][C:23](O[C:23]([O:22][C:18]([CH3:21])([CH3:20])[CH3:19])=[O:24])=[O:24])([CH3:21])([CH3:20])[CH3:19]. The product is [N:8]1([C:23]([O:22][C:18]([CH3:21])([CH3:20])[CH3:19])=[O:24])[CH2:9][CH2:10][CH:5]([C:3]([O:2][CH3:1])=[O:4])[CH2:6][CH2:7]1. (4) The reactants are [CH3:1][C:2]1[C:7]([N+:8]([O-])=O)=[CH:6][CH:5]=[CH:4][C:3]=1[O:11][CH3:12]. The catalyst is C(O)C.[Pd]. The product is [CH3:1][C:2]1[C:3]([O:11][CH3:12])=[CH:4][CH:5]=[CH:6][C:7]=1[NH2:8]. The yield is 0.980. (5) The reactants are [N:1]1[CH:6]=[CH:5][CH:4]=[CH:3][C:2]=1[CH2:7][N+:8]1([O-])[C:16](=[O:17])[C:15]2[C:10](=[CH:11][CH:12]=[CH:13][CH:14]=2)[C:9]1=[O:18].C[Si]([C:24]#[N:25])(C)C.CN(C)C(Cl)=O. The catalyst is [N+](CC)([O-])=O.C(Cl)(Cl)Cl. The product is [O:18]=[C:9]1[C:10]2[C:15](=[CH:14][CH:13]=[CH:12][CH:11]=2)[C:16](=[O:17])[N:8]1[CH2:7][C:2]1[N:1]=[C:6]([C:24]#[N:25])[CH:5]=[CH:4][CH:3]=1. The yield is 0.220. (6) The reactants are CS(O[CH2:6][CH2:7][C:8]1[CH:13]=[CH:12][CH:11]=[C:10]([N+:14]([O-:16])=[O:15])[CH:9]=1)(=O)=O.[CH3:17][S-:18].[Na+].O. The catalyst is CN(C=O)C. The product is [CH3:17][S:18][CH2:6][CH2:7][C:8]1[CH:13]=[CH:12][CH:11]=[C:10]([N+:14]([O-:16])=[O:15])[CH:9]=1. The yield is 0.910.